From a dataset of Forward reaction prediction with 1.9M reactions from USPTO patents (1976-2016). Predict the product of the given reaction. (1) Given the reactants [NH2:1][C:2]1([CH2:19][CH2:20][OH:21])[C:15]2[CH:14]=[C:13]([Cl:16])[N:12]=[C:11](F)[C:10]=2[O:9][C:8]2[C:3]1=[CH:4][C:5]([Br:18])=[CH:6][CH:7]=2.[N+:22]([C:25]1C=CC(C(N=C=S)=O)=CC=1)([O-])=O.C1(N=C=NC2CCCCC2)CCCCC1.[C:51](=O)([O-])[O-:52].[K+].[K+], predict the reaction product. The product is: [Br:18][C:5]1[CH:4]=[C:3]2[C:2]3([CH2:19][CH2:20][O:21][C:25]([NH2:22])=[N:1]3)[C:15]3[CH:14]=[C:13]([Cl:16])[N:12]=[C:11]([O:52][CH3:51])[C:10]=3[O:9][C:8]2=[CH:7][CH:6]=1. (2) Given the reactants N1([C:6](N2C=CN=C2)=[O:7])C=CN=C1.[CH:13]1([CH2:18][OH:19])[CH2:17][CH2:16][CH2:15][CH2:14]1.[CH3:20][S:21]([C:24]1[CH:29]=[CH:28][C:27]([N:30]2[C:34]3=[N:35][CH:36]=[N:37][C:38]([O:39][CH:40]4[CH2:45][CH2:44][NH:43][CH2:42][CH2:41]4)=[C:33]3[CH:32]=[N:31]2)=[CH:26][CH:25]=1)(=[O:23])=[O:22].C(N(CC)CC)C, predict the reaction product. The product is: [CH:13]1([CH2:18][O:19][C:6]([N:43]2[CH2:44][CH2:45][CH:40]([O:39][C:38]3[N:37]=[CH:36][N:35]=[C:34]4[N:30]([C:27]5[CH:28]=[CH:29][C:24]([S:21]([CH3:20])(=[O:22])=[O:23])=[CH:25][CH:26]=5)[N:31]=[CH:32][C:33]=34)[CH2:41][CH2:42]2)=[O:7])[CH2:17][CH2:16][CH2:15][CH2:14]1.